Task: Predict the product of the given reaction.. Dataset: Forward reaction prediction with 1.9M reactions from USPTO patents (1976-2016) (1) Given the reactants [CH3:1][O:2][C:3](=[CH2:5])[CH3:4].O.C1(C)C=CC(S(O)(=O)=O)=CC=1.[C:18]([O:21][CH2:22][CH2:23][C@@:24]1([O:60][CH2:61][C:62]2[CH:67]=[CH:66][CH:65]=[CH:64][CH:63]=2)[C@@:28]([CH2:38][O:39][S:40]([C:43]2[CH:48]=[CH:47][C:46]([CH3:49])=[CH:45][CH:44]=2)(=[O:42])=[O:41])([CH2:29][O:30][CH2:31][C:32]2[CH:37]=[CH:36][CH:35]=[CH:34][CH:33]=2)[O:27][C@@H:26]([N:50]2[CH:57]=[C:56]([CH3:58])[C:54](=[O:55])[NH:53][C:51]2=[O:52])[C@@H:25]1[OH:59])(=[O:20])[CH3:19].C(=O)(O)[O-].[Na+], predict the reaction product. The product is: [C:18]([O:21][CH2:22][CH2:23][C@@:24]1([O:60][CH2:61][C:62]2[CH:63]=[CH:64][CH:65]=[CH:66][CH:67]=2)[C@@:28]([CH2:38][O:39][S:40]([C:43]2[CH:48]=[CH:47][C:46]([CH3:49])=[CH:45][CH:44]=2)(=[O:42])=[O:41])([CH2:29][O:30][CH2:31][C:32]2[CH:33]=[CH:34][CH:35]=[CH:36][CH:37]=2)[O:27][C@@H:26]([N:50]2[CH:57]=[C:56]([CH3:58])[C:54](=[O:55])[NH:53][C:51]2=[O:52])[C@@H:25]1[O:59][CH2:4][CH:3]([O:2][CH3:1])[CH3:5])(=[O:20])[CH3:19]. (2) Given the reactants Br[CH2:2][CH2:3]Br.[Cl-].[NH4+:6].O1[CH2:11][CH2:10][CH2:9][CH2:8]1, predict the reaction product. The product is: [C:8]1([C:8]2[N:6]=[C:8]([CH2:9][CH2:10][C:11]3[CH:11]=[CH:10][CH:9]=[C:8]([C:3]4[CH:2]=[CH:11][CH:10]=[CH:9][CH:8]=4)[N:6]=3)[CH:11]=[CH:10][CH:9]=2)[CH:2]=[CH:3][CH:11]=[CH:10][CH:9]=1. (3) Given the reactants C(OC([N:8]1[CH2:13][CH2:12][N:11]([S:14]([C:17]2[CH:25]=[C:24]3[C:20]([CH:21]=[CH:22][NH:23]3)=[CH:19][CH:18]=2)(=[O:16])=[O:15])[CH2:10][CH2:9]1)=O)(C)(C)C.[ClH:26].C(O)C, predict the reaction product. The product is: [ClH:26].[N:11]1([S:14]([C:17]2[CH:25]=[C:24]3[C:20]([CH:21]=[CH:22][NH:23]3)=[CH:19][CH:18]=2)(=[O:16])=[O:15])[CH2:12][CH2:13][NH:8][CH2:9][CH2:10]1. (4) Given the reactants [CH2:1]([O:3][C:4](=[O:12])[C:5]1[CH:10]=[CH:9][C:8]([NH2:11])=[CH:7][CH:6]=1)[CH3:2].[Br:13][C:14]1[CH:15]=[C:16]([CH:19]=[C:20]([CH3:22])[CH:21]=1)[CH:17]=O, predict the reaction product. The product is: [CH2:1]([O:3][C:4](=[O:12])[C:5]1[CH:10]=[CH:9][C:8]([N:11]=[CH:22][C:20]2[CH:19]=[C:16]([CH3:17])[CH:15]=[C:14]([Br:13])[CH:21]=2)=[CH:7][CH:6]=1)[CH3:2].